This data is from Forward reaction prediction with 1.9M reactions from USPTO patents (1976-2016). The task is: Predict the product of the given reaction. (1) Given the reactants [CH2:1]([CH:3]([CH2:7][CH2:8][CH2:9][CH3:10])[CH2:4][Mg]Br)[CH3:2].Br[C:12]1[S:13][CH:14]=[CH:15][C:16]=1[CH2:17][CH2:18][CH2:19][CH2:20][CH2:21][CH3:22].[Br-].[Mg+2].[Br-].Cl, predict the reaction product. The product is: [CH2:1]([CH:3]([CH2:7][CH2:8][CH2:9][CH3:10])[CH2:4][C:12]1[S:13][CH:14]=[CH:15][C:16]=1[CH2:17][CH2:18][CH2:19][CH2:20][CH2:21][CH3:22])[CH3:2]. (2) Given the reactants C1C=C[NH+]=CC=1.C1C=C[NH+]=CC=1.[O-][Cr](O[Cr]([O-])(=O)=O)(=O)=O.[F:22][C:23]1[CH:28]=[CH:27][C:26]([CH:29]([C:31]2[C:40]([N+:41]([O-:43])=[O:42])=[C:39]3[C:34]([CH:35]=[CH:36][CH:37]=[N:38]3)=[CH:33][CH:32]=2)[OH:30])=[CH:25][CH:24]=1, predict the reaction product. The product is: [F:22][C:23]1[CH:24]=[CH:25][C:26]([C:29]([C:31]2[C:40]([N+:41]([O-:43])=[O:42])=[C:39]3[C:34]([CH:35]=[CH:36][CH:37]=[N:38]3)=[CH:33][CH:32]=2)=[O:30])=[CH:27][CH:28]=1.